From a dataset of Forward reaction prediction with 1.9M reactions from USPTO patents (1976-2016). Predict the product of the given reaction. (1) Given the reactants Cl[C:2]1[N:7]=[C:6]([NH:8][C:9]2[CH:17]=[CH:16][C:15]([N:18]3[CH2:23][CH2:22][O:21][CH2:20][CH2:19]3)=[CH:14][C:10]=2[C:11]([NH2:13])=[O:12])[C:5]([Cl:24])=[CH:4][N:3]=1.[NH2:25][C:26]1[CH:27]=[CH:28][C:29]2[N:35]([CH3:36])[C:34](=[O:37])[CH2:33][CH2:32][CH2:31][C:30]=2[CH:38]=1.C12(CS(O)(=O)=O)C(C)(C)C(CC1)CC2=O, predict the reaction product. The product is: [Cl:24][C:5]1[C:6]([NH:8][C:9]2[CH:17]=[CH:16][C:15]([N:18]3[CH2:23][CH2:22][O:21][CH2:20][CH2:19]3)=[CH:14][C:10]=2[C:11]([NH2:13])=[O:12])=[N:7][C:2]([NH:25][C:26]2[CH:27]=[CH:28][C:29]3[N:35]([CH3:36])[C:34](=[O:37])[CH2:33][CH2:32][CH2:31][C:30]=3[CH:38]=2)=[N:3][CH:4]=1. (2) Given the reactants [C:1]([O:5]C(N[C@@H]([C@@H](C)CC)C(O)=O)=O)(C)(C)C.C(O[C:22](=[O:56])[NH:23][C@@H:24]([C:33](=[O:55])[NH:34][C@H:35]([C:44](=[O:54])[NH:45][C:46]1[S:47][CH:48]=[C:49]([C:51](=[O:53])C)[N:50]=1)[C@H:36]([C:38]1C=CC=C[CH:39]=1)[CH3:37])[C:25]1[CH:30]=[CH:29][C:28]([O:31][CH3:32])=[CH:27][CH:26]=1)(C)(C)C, predict the reaction product. The product is: [CH3:1][O:5][C:51]([C:49]1[N:50]=[C:46]([NH:45][C:44](=[O:54])[C@@H:35]([N:34]2[C:33](=[O:55])[C@@H:24]([C:25]3[CH:26]=[CH:27][C:28]([O:31][CH3:32])=[CH:29][CH:30]=3)[NH:23][C:22]2=[O:56])[C@@H:36]([CH3:37])[CH2:38][CH3:39])[S:47][CH:48]=1)=[O:53]. (3) Given the reactants [C:1]([NH:4][C:5]1[CH:6]=[CH:7][C:8]2[C:17]([CH:18]=1)=[N:16][C:15]1[C:10](=[CH:11][CH:12]=[C:13]([N+:19]([O-])=O)[CH:14]=1)[C:9]=2[NH2:22])(=[O:3])[CH3:2].C(OCC)(=O)C.CO.C([O-])=O.[NH4+], predict the reaction product. The product is: [C:1]([NH:4][C:5]1[CH:6]=[CH:7][C:8]2[C:17]([CH:18]=1)=[N:16][C:15]1[C:10](=[CH:11][CH:12]=[C:13]([NH2:19])[CH:14]=1)[C:9]=2[NH2:22])(=[O:3])[CH3:2]. (4) The product is: [ClH:57].[C:2]([N:6]([C:8]1([C:14]2[CH:19]=[CH:18][CH:17]=[CH:16][CH:15]=2)[CH2:9][CH2:10][N:11]([CH2:37][CH2:36][CH2:35][C:31]2([C:51]3[CH:56]=[CH:55][C:54]([Cl:57])=[C:53]([Cl:58])[CH:52]=3)[CH2:32][CH2:33][CH2:34][N:29]([C:21](=[O:28])[C:22]3[CH:27]=[CH:26][CH:25]=[CH:24][CH:23]=3)[CH2:30]2)[CH2:12][CH2:13]1)[CH3:7])(=[O:5])[CH:3]=[CH2:4]. Given the reactants Cl.[C:2]([N:6]([C:8]1([C:14]2[CH:19]=[CH:18][CH:17]=[CH:16][CH:15]=2)[CH2:13][CH2:12][NH:11][CH2:10][CH2:9]1)[CH3:7])(=[O:5])[CH:3]=[CH2:4].Cl.[C:21]([N:29]1[CH2:34][CH2:33][CH2:32][C:31]([C:51]2[CH:56]=[CH:55][C:54]([Cl:57])=[C:53]([Cl:58])[CH:52]=2)([CH2:35][CH2:36][CH2:37]N2CCC(C(N3CCCC3)=O)CC2)[CH2:30]1)(=[O:28])[C:22]1[CH:27]=[CH:26][CH:25]=[CH:24][CH:23]=1.C([O-])([O-])=O.[K+].[K+].Cl, predict the reaction product. (5) Given the reactants [OH:1][CH2:2][CH2:3][N:4]1[CH2:9][CH2:8][NH:7][CH2:6][CH2:5]1.[Cl:10][C:11]1[CH:16]=[CH:15][C:14]([CH:17]2[CH:21]([C:22]3[CH:27]=[CH:26][C:25]([Cl:28])=[CH:24][CH:23]=3)[N:20]([C:29]([C:31]3[CH:36]=[CH:35][C:34]([CH2:37]Cl)=[CH:33][CH:32]=3)=[O:30])[C:19]([C:39]3[CH:44]=[C:43]([C:45]([F:48])([F:47])[F:46])[CH:42]=[CH:41][C:40]=3[O:49][CH2:50][CH3:51])=[N:18]2)=[CH:13][CH:12]=1.C(N(C(C)C)CC)(C)C, predict the reaction product. The product is: [Cl:10][C:11]1[CH:16]=[CH:15][C:14]([CH:17]2[CH:21]([C:22]3[CH:23]=[CH:24][C:25]([Cl:28])=[CH:26][CH:27]=3)[N:20]([C:29]([C:31]3[CH:36]=[CH:35][C:34]([CH2:37][N:7]4[CH2:8][CH2:9][N:4]([CH2:3][CH2:2][OH:1])[CH2:5][CH2:6]4)=[CH:33][CH:32]=3)=[O:30])[C:19]([C:39]3[CH:44]=[C:43]([C:45]([F:46])([F:47])[F:48])[CH:42]=[CH:41][C:40]=3[O:49][CH2:50][CH3:51])=[N:18]2)=[CH:13][CH:12]=1. (6) Given the reactants [CH3:1][C:2]1[N:7]=[C:6]([C:8]#[C:9][CH:10]([CH:12]2[CH2:17][CH2:16][NH:15][CH2:14][CH2:13]2)[OH:11])[CH:5]=[CH:4][CH:3]=1.Br[C:19]1[C:24]([N+:25]([O-:27])=[O:26])=[CH:23][CH:22]=[CH:21][N:20]=1.C(N(CC)CC)C.O, predict the reaction product. The product is: [CH3:1][C:2]1[N:7]=[C:6]([C:8]#[C:9][CH:10]([CH:12]2[CH2:13][CH2:14][N:15]([C:19]3[C:24]([N+:25]([O-:27])=[O:26])=[CH:23][CH:22]=[CH:21][N:20]=3)[CH2:16][CH2:17]2)[OH:11])[CH:5]=[CH:4][CH:3]=1. (7) Given the reactants [CH:1]1[C:13]2[CH:12]([CH2:14][O:15][C:16]([NH:18][C@@H:19]([CH2:28]O)[CH2:20][C:21]([O:23][C:24]([CH3:27])([CH3:26])[CH3:25])=[O:22])=[O:17])[C:11]3[C:6](=[CH:7][CH:8]=[CH:9][CH:10]=3)[C:5]=2[CH:4]=[CH:3][CH:2]=1.C(P(CCCC)CCCC)CCC.[C:43]1([S:49][S:49][C:43]2[CH:48]=[CH:47][CH:46]=[CH:45][CH:44]=2)[CH:48]=[CH:47][CH:46]=[CH:45][CH:44]=1, predict the reaction product. The product is: [CH:10]1[C:11]2[CH:12]([CH2:14][O:15][C:16]([NH:18][C@@H:19]([CH2:28][S:49][C:43]3[CH:48]=[CH:47][CH:46]=[CH:45][CH:44]=3)[CH2:20][C:21]([O:23][C:24]([CH3:26])([CH3:27])[CH3:25])=[O:22])=[O:17])[C:13]3[C:5](=[CH:4][CH:3]=[CH:2][CH:1]=3)[C:6]=2[CH:7]=[CH:8][CH:9]=1. (8) Given the reactants [O:1]([C:8]1[CH:13]=[CH:12][C:11]([C:14]2[C:19]3[C:20]([NH2:23])=[N:21][NH:22][C:18]=3[CH:17]=[C:16]([CH:24]3[CH2:29][CH2:28][NH:27][CH2:26][CH2:25]3)[N:15]=2)=[CH:10][CH:9]=1)[C:2]1[CH:7]=[CH:6][CH:5]=[CH:4][CH:3]=1.CCN(C(C)C)C(C)C.CN(C(ON1N=NC2C=CC=CC1=2)=[N+](C)C)C.[B-](F)(F)(F)F.[C:61]([CH2:63][C:64](O)=[O:65])#[N:62], predict the reaction product. The product is: [NH2:23][C:20]1[C:19]2[C:14]([C:11]3[CH:10]=[CH:9][C:8]([O:1][C:2]4[CH:7]=[CH:6][CH:5]=[CH:4][CH:3]=4)=[CH:13][CH:12]=3)=[N:15][C:16]([CH:24]3[CH2:29][CH2:28][N:27]([C:64](=[O:65])[CH2:63][C:61]#[N:62])[CH2:26][CH2:25]3)=[CH:17][C:18]=2[NH:22][N:21]=1. (9) Given the reactants [OH:1][C:2]1[C:7]([O:8]C)=[CH:6][C:5]([C:10]#[N:11])=[C:4]([C:12]2[CH:17]=[CH:16][CH:15]=[CH:14][CH:13]=2)[C:3]=1[C:18]#[N:19].B(Br)(Br)Br.CO, predict the reaction product. The product is: [OH:1][C:2]1[C:7]([OH:8])=[CH:6][C:5]([C:10]#[N:11])=[C:4]([C:12]2[CH:17]=[CH:16][CH:15]=[CH:14][CH:13]=2)[C:3]=1[C:18]#[N:19].